This data is from Reaction yield outcomes from USPTO patents with 853,638 reactions. The task is: Predict the reaction yield, written as a fraction of the theoretical maximum amount of product (1.0 means a 100% yield; for example, 0.34 means a 34% yield). (1) The reactants are ClC1C=CC=C(C(OO)=[O:9])C=1.[CH3:12][O:13][C:14]1[C:33]([O:34][CH3:35])=[C:32]([O:36][CH3:37])[CH:31]=[C:30]([CH3:38])[C:15]=1[C:16]([C:18]1[C:23]([C:24]([F:27])([F:26])[F:25])=[CH:22][N:21]=[CH:20][C:19]=1[O:28][CH3:29])=[O:17]. The catalyst is C(Cl)(Cl)Cl. The product is [CH3:12][O:13][C:14]1[C:33]([O:34][CH3:35])=[C:32]([O:36][CH3:37])[CH:31]=[C:30]([CH3:38])[C:15]=1[C:16]([C:18]1[C:23]([C:24]([F:27])([F:25])[F:26])=[CH:22][N+:21]([O-:9])=[CH:20][C:19]=1[O:28][CH3:29])=[O:17]. The yield is 0.990. (2) The reactants are [F:1][C:2]1[CH:28]=[C:27]([N+:29]([O-])=O)[CH:26]=[CH:25][C:3]=1[O:4][C:5]1[CH:10]=[CH:9][N:8]=[C:7]([NH:11][C:12]([N:14]2[CH2:19][CH2:18][N:17]([CH:20]3[CH2:23][N:22]([CH3:24])[CH2:21]3)[CH2:16][CH2:15]2)=[O:13])[CH:6]=1. The catalyst is O1CCCC1.[C+4].[OH-].[Pd+2].[OH-].[OH-].[OH-].[OH-].[OH-]. The product is [NH2:29][C:27]1[CH:26]=[CH:25][C:3]([O:4][C:5]2[CH:10]=[CH:9][N:8]=[C:7]([NH:11][C:12]([N:14]3[CH2:15][CH2:16][N:17]([CH:20]4[CH2:21][N:22]([CH3:24])[CH2:23]4)[CH2:18][CH2:19]3)=[O:13])[CH:6]=2)=[C:2]([F:1])[CH:28]=1. The yield is 1.00.